This data is from Forward reaction prediction with 1.9M reactions from USPTO patents (1976-2016). The task is: Predict the product of the given reaction. Given the reactants O[C:2]1[C:3]2[C:8]([C:9]([O:27][CH3:28])=[C:10]3[C:15]=1[C:14](=[O:16])[CH2:13][CH2:12][C@@H:11]3[O:17][CH2:18][C:19]1[CH:24]=[CH:23][C:22]([O:25][CH3:26])=[CH:21][CH:20]=1)=[CH:7][C:6]([CH3:29])=[C:5](/[CH:30]=C/C)[C:4]=2[O:33][CH2:34][O:35][CH3:36].N1C(C)=CC=CC=1C.I([O-])(=O)(=O)=[O:46].[Na+].[OH2:51], predict the reaction product. The product is: [OH:51][C:2]1[C:15]2[C:14](=[O:16])[CH2:13][CH2:12][C@H:11]([O:17][CH2:18][C:19]3[CH:24]=[CH:23][C:22]([O:25][CH3:26])=[CH:21][CH:20]=3)[C:10]=2[C:9]([O:27][CH3:28])=[C:8]2[C:3]=1[C:4]([O:33][CH2:34][O:35][CH3:36])=[C:5]([CH:30]=[O:46])[C:6]([CH3:29])=[CH:7]2.